This data is from Reaction yield outcomes from USPTO patents with 853,638 reactions. The task is: Predict the reaction yield, written as a fraction of the theoretical maximum amount of product (1.0 means a 100% yield; for example, 0.34 means a 34% yield). (1) The reactants are [C:1]([O:4][NH:5][C:6]([C:8]1[O:12][C:11]([C:13]2[O:14][C:15]([C:18]3[CH:23]=[CH:22][C:21]([C:24](=[NH:30])[NH:25]OC(=O)C)=[CH:20][CH:19]=3)=[CH:16][CH:17]=2)=[CH:10][CH:9]=1)=[NH:7])(=[O:3])[CH3:2].C(O)C. The catalyst is C(O)(=O)C.[Pd]. The product is [C:1]([OH:4])(=[O:3])[CH3:2].[C:24]([C:21]1[CH:20]=[CH:19][C:18]([C:15]2[O:14][C:13]([C:11]3[O:12][C:8]([C:6]([NH2:7])=[NH:5])=[CH:9][CH:10]=3)=[CH:17][CH:16]=2)=[CH:23][CH:22]=1)(=[NH:25])[NH2:30]. The yield is 0.670. (2) The reactants are [Cl:1][C:2]1[CH:24]=[C:23]([C:25]([NH:27][CH2:28][C:29]2[CH:34]=[CH:33][CH:32]=[C:31]([OH:35])[CH:30]=2)=[O:26])[CH:22]=[CH:21][C:3]=1[C:4]([NH:6][C@H:7]([C:17]([O:19]C)=[O:18])[CH2:8][NH:9][C:10]([C:12]1[S:13][CH:14]=[CH:15][CH:16]=1)=[O:11])=[O:5].O.[OH-].[Li+].O. The catalyst is O1CCCC1.CO. The product is [Cl:1][C:2]1[CH:24]=[C:23]([C:25]([NH:27][CH2:28][C:29]2[CH:34]=[CH:33][CH:32]=[C:31]([OH:35])[CH:30]=2)=[O:26])[CH:22]=[CH:21][C:3]=1[C:4]([NH:6][C@H:7]([C:17]([OH:19])=[O:18])[CH2:8][NH:9][C:10]([C:12]1[S:13][CH:14]=[CH:15][CH:16]=1)=[O:11])=[O:5]. The yield is 0.960. (3) The reactants are Br[C:2]1[S:3][C:4]([C:7]([OH:9])=[O:8])=[CH:5][CH:6]=1.[CH3:10][C:11]1[S:15][C:14](B(O)O)=[CH:13][CH:12]=1.[C:19]([O-])([O-])=O.[Na+].[Na+].S1C=CC=C1C1SC=CC=1. The product is [CH3:10][C:11]1[S:15][C:14]([C:2]2[S:3][C:4]([C:7]([O:9][CH3:19])=[O:8])=[CH:5][CH:6]=2)=[CH:13][CH:12]=1. The catalyst is OS(O)(=O)=O.C1C=CC([P]([Pd]([P](C2C=CC=CC=2)(C2C=CC=CC=2)C2C=CC=CC=2)([P](C2C=CC=CC=2)(C2C=CC=CC=2)C2C=CC=CC=2)[P](C2C=CC=CC=2)(C2C=CC=CC=2)C2C=CC=CC=2)(C2C=CC=CC=2)C2C=CC=CC=2)=CC=1.CO. The yield is 0.260.